Dataset: Forward reaction prediction with 1.9M reactions from USPTO patents (1976-2016). Task: Predict the product of the given reaction. (1) Given the reactants C([NH:8][N:9]1[C:15](=[O:16])[CH2:14][C:13]2[CH:17]=[CH:18][CH:19]=[CH:20][C:12]=2[C:11]2[CH:21]=[CH:22][CH:23]=[CH:24][C:10]1=2)(OC(C)(C)C)=O.C([O-])([O-])=O.[Cs+].[Cs+].[Cl:31][CH2:32][C:33](=[O:38])[C:34]([CH3:37])([CH3:36])[CH3:35], predict the reaction product. The product is: [ClH:31].[NH2:8][N:9]1[C:15](=[O:16])[CH:14]([CH2:32][C:33](=[O:38])[C:34]([CH3:37])([CH3:36])[CH3:35])[C:13]2[CH:12]=[CH:20][CH:19]=[CH:18][C:17]=2[C:24]2[CH:23]=[CH:22][CH:21]=[CH:11][C:10]1=2. (2) Given the reactants [C:1]([OH:9])(=[O:8])[C:2]1[CH:7]=[CH:6][CH:5]=[N:4][CH:3]=1.O=S(Cl)[Cl:12].[CH2:14](O)[CH2:15][CH2:16][CH2:17][CH2:18][CH2:19][CH2:20][CH2:21][CH2:22][CH2:23][CH2:24][CH2:25][CH2:26][CH2:27][CH2:28][CH2:29][CH2:30][CH2:31][CH2:32][CH2:33][CH2:34][CH2:35][CH2:36][CH2:37][CH2:38][CH2:39][CH2:40][CH3:41].C(Cl)(=O)C1C=CC=NC=1, predict the reaction product. The product is: [ClH:12].[C:1]([O:9][CH2:41][CH2:40][CH2:39][CH2:38][CH2:37][CH2:36][CH2:35][CH2:34][CH2:33][CH2:32][CH2:31][CH2:30][CH2:29][CH2:28][CH2:27][CH2:26][CH2:25][CH2:24][CH2:23][CH2:22][CH2:21][CH2:20][CH2:19][CH2:18][CH2:17][CH2:16][CH2:15][CH3:14])(=[O:8])[C:2]1[CH:7]=[CH:6][CH:5]=[N:4][CH:3]=1.